Task: Binary Classification. Given a drug SMILES string, predict its activity (active/inactive) in a high-throughput screening assay against a specified biological target.. Dataset: M1 muscarinic receptor antagonist screen with 61,756 compounds (1) The drug is o1c2c(C(N(C2=O)c2ncccc2)c2cc(O)ccc2)c(=O)c2c1ccc(c2)C. The result is 0 (inactive). (2) The compound is O=C(N1CCCCC1)c1ccc(NC(=O)CCCC(O)=O)cc1. The result is 0 (inactive). (3) The result is 0 (inactive). The drug is S(=O)(=O)(NCC1OCCC1)c1cc(c2nnc(N3CCOCC3)c3c2cccc3)ccc1C. (4) The molecule is S(c1ccc(cc1)C)Cc1onc(n1)c1ccccc1. The result is 0 (inactive). (5) The drug is O=c1n(c2c(c3n(c(cc13)C(=O)NCCCN(CC)CC)C)cccc2)C. The result is 0 (inactive). (6) The drug is O=C(NCCCN(C)C)CCC1CCCCC1. The result is 0 (inactive). (7) The compound is N(CCNc1ncnc2c1cccc2)(C)C. The result is 0 (inactive). (8) The drug is O=C(N)C1CCN(CC1)c1nc(nc2n(nnc12)Cc1ccccc1)C. The result is 0 (inactive). (9) The molecule is O=C(Nc1nc(ccc1)C)Cc1ccc(cc1)C. The result is 0 (inactive).